From a dataset of Reaction yield outcomes from USPTO patents with 853,638 reactions. Predict the reaction yield, written as a fraction of the theoretical maximum amount of product (1.0 means a 100% yield; for example, 0.34 means a 34% yield). (1) The reactants are [OH-].[Na+:2].[Br:3][C:4]1[N:5]([C:14]2[C:23]3[C:18](=[CH:19][CH:20]=[CH:21][CH:22]=3)[C:17]([CH:24]3[CH2:26][CH2:25]3)=[CH:16][CH:15]=2)[C:6]([S:9][CH2:10][C:11]([OH:13])=[O:12])=[N:7][N:8]=1. The catalyst is C(O)C. The product is [Br:3][C:4]1[N:5]([C:14]2[C:23]3[C:18](=[CH:19][CH:20]=[CH:21][CH:22]=3)[C:17]([CH:24]3[CH2:26][CH2:25]3)=[CH:16][CH:15]=2)[C:6]([S:9][CH2:10][C:11]([O-:13])=[O:12])=[N:7][N:8]=1.[Na+:2]. The yield is 1.00. (2) The reactants are [F:1][C:2]([C:5]1[NH:6][C:7]2[C:12]([CH:13]=1)=[C:11]([C:14]([F:17])([F:16])[F:15])[C:10]([C:18]#[N:19])=[CH:9][CH:8]=2)([F:4])[CH3:3].C([O-])([O-])=O.[Cs+].[Cs+].Cl[CH2:27][C:28]1[N:32]=[C:31]([C:33]2[CH:38]=[C:37]([F:39])[CH:36]=[C:35]([F:40])[CH:34]=2)[O:30][N:29]=1.CC#N. The catalyst is CCOC(C)=O. The product is [F:4][C:2]([C:5]1[N:6]([CH2:27][C:28]2[N:32]=[C:31]([C:33]3[CH:38]=[C:37]([F:39])[CH:36]=[C:35]([F:40])[CH:34]=3)[O:30][N:29]=2)[C:7]2[C:12]([CH:13]=1)=[C:11]([C:14]([F:15])([F:17])[F:16])[C:10]([C:18]#[N:19])=[CH:9][CH:8]=2)([F:1])[CH3:3]. The yield is 0.760.